Dataset: Catalyst prediction with 721,799 reactions and 888 catalyst types from USPTO. Task: Predict which catalyst facilitates the given reaction. Reactant: Br[CH:2]1[CH2:7][CH2:6][CH:5]([C:8]([O:10][CH2:11][CH3:12])=[O:9])[CH2:4][C:3]1=[O:13].[F:14][C:15]1[CH:20]=[CH:19][C:18]([SH:21])=[CH:17][CH:16]=1.[OH-].[K+]. Product: [F:14][C:15]1[CH:20]=[CH:19][C:18]([S:21][CH:2]2[CH2:7][CH2:6][CH:5]([C:8]([O:10][CH2:11][CH3:12])=[O:9])[CH2:4][C:3]2=[O:13])=[CH:17][CH:16]=1. The catalyst class is: 14.